Dataset: Full USPTO retrosynthesis dataset with 1.9M reactions from patents (1976-2016). Task: Predict the reactants needed to synthesize the given product. (1) Given the product [C:1]([C:5]1[CH:6]=[CH:7][C:8]([C:9]([NH:11][C:12]2[C:13]([NH:18][C:19]([C:21]3[CH:29]=[C:28]4[C:24]([CH2:25][CH2:26][NH:27]4)=[CH:23][CH:22]=3)=[O:20])=[CH:14][CH:15]=[CH:16][CH:17]=2)=[O:10])=[CH:30][CH:31]=1)([CH3:4])([CH3:2])[CH3:3], predict the reactants needed to synthesize it. The reactants are: [C:1]([C:5]1[CH:31]=[CH:30][C:8]([C:9]([NH:11][C:12]2[C:13]([NH:18][C:19]([C:21]3[CH:29]=[C:28]4[C:24]([CH:25]=[CH:26][NH:27]4)=[CH:23][CH:22]=3)=[O:20])=[CH:14][CH:15]=[CH:16][CH:17]=2)=[O:10])=[CH:7][CH:6]=1)([CH3:4])([CH3:3])[CH3:2].[BH3-]C#N.[Na+].C([O-])(O)=O.[Na+]. (2) Given the product [NH2:1][C:4]1[CH:5]=[CH:6][C:7]([N:22]2[CH2:21][CH2:20][CH:19]([NH:18][C:11](=[O:12])[O:13][C:14]([CH3:16])([CH3:15])[CH3:17])[CH2:24][CH2:23]2)=[N:8][CH:9]=1, predict the reactants needed to synthesize it. The reactants are: [N+:1]([C:4]1[CH:5]=[CH:6][C:7](Cl)=[N:8][CH:9]=1)([O-])=O.[C:11]([NH:18][CH:19]1[CH2:24][CH2:23][NH:22][CH2:21][CH2:20]1)([O:13][C:14]([CH3:17])([CH3:16])[CH3:15])=[O:12]. (3) Given the product [F:36][C:37]1[CH:42]=[C:41]([C:14]2[CH:13]=[CH:12][C:11]([C:17]3[C:26]4[C:21](=[CH:22][C:23]([S:27]([NH:30][C:31]5[S:32][CH:33]=[N:34][N:35]=5)(=[O:29])=[O:28])=[CH:24][CH:25]=4)[CH:20]=[CH:19][N:18]=3)=[C:10]([CH2:9][OH:8])[CH:15]=2)[CH:40]=[CH:39][CH:38]=1, predict the reactants needed to synthesize it. The reactants are: [Si]([O:8][CH2:9][C:10]1[CH:15]=[C:14](Cl)[CH:13]=[CH:12][C:11]=1[C:17]1[C:26]2[C:21](=[CH:22][C:23]([S:27]([NH:30][C:31]3[S:32][CH:33]=[N:34][N:35]=3)(=[O:29])=[O:28])=[CH:24][CH:25]=2)[CH:20]=[CH:19][N:18]=1)(C(C)(C)C)(C)C.[F:36][C:37]1[CH:38]=[C:39](B(O)O)[CH:40]=[CH:41][CH:42]=1.C1(P(C2CCCCC2)C2C=CC=CC=2C2C(OC)=CC=CC=2OC)CCCCC1.P([O-])([O-])([O-])=O.[K+].[K+].[K+]. (4) Given the product [CH3:10][O:9][C:5]1[CH:4]=[C:3]([CH:2]([C:11]2[CH:16]=[CH:15][CH:14]=[CH:13][CH:12]=2)[C:21]#[N:22])[CH:8]=[CH:7][CH:6]=1, predict the reactants needed to synthesize it. The reactants are: Cl[CH:2]([C:11]1[CH:16]=[CH:15][CH:14]=[CH:13][CH:12]=1)[C:3]1[CH:8]=[CH:7][CH:6]=[C:5]([O:9][CH3:10])[CH:4]=1.C[Si]([C:21]#[N:22])(C)C.[Sn](Cl)(Cl)(Cl)Cl. (5) Given the product [F:10][C:8]1[CH:7]=[C:4]2[C:3](=[C:2]([F:1])[CH:9]=1)[O:11][CH2:15][C:14]([C:19]#[N:23])=[CH:5]2, predict the reactants needed to synthesize it. The reactants are: [F:1][C:2]1[CH:9]=[C:8]([F:10])[CH:7]=[C:4]([CH:5]=O)[C:3]=1[OH:11].CO[C:14]1[CH:19]=CC(O)=C[CH:15]=1.C1N2CC[N:23](CC2)C1. (6) Given the product [C:1]([C:5]1[C:9]([CH2:10][NH:37][CH2:35][CH3:36])=[CH:8][N:7]([CH2:12][C:13]([NH:15][C:16]2[S:20][C:19]3[CH2:21][CH2:22][CH2:23][CH2:24][C:18]=3[C:17]=2[C:25]([NH:27][CH2:28][CH2:29][OH:30])=[O:26])=[O:14])[N:6]=1)([CH3:4])([CH3:2])[CH3:3], predict the reactants needed to synthesize it. The reactants are: [C:1]([C:5]1[C:9]([CH:10]=O)=[CH:8][N:7]([CH2:12][C:13]([NH:15][C:16]2[S:20][C:19]3[CH2:21][CH2:22][CH2:23][CH2:24][C:18]=3[C:17]=2[C:25]([NH:27][CH2:28][CH2:29][OH:30])=[O:26])=[O:14])[N:6]=1)([CH3:4])([CH3:3])[CH3:2].C(O)(=O)C.[CH2:35]([NH2:37])[CH3:36]. (7) Given the product [OH:3][CH:1]([C:4]1[CH:9]=[CH:8][CH:7]=[CH:6][C:5]=1[C:10]1[CH:15]=[CH:14][C:13]([C:16]([N:18]2[C:24]3[CH:25]=[CH:26][CH:27]=[CH:28][C:23]=3[CH2:22][N:21]3[C:29]([C:32]([NH:34][CH2:35][C:36]4[CH:37]=[N:38][CH:39]=[CH:40][CH:41]=4)=[O:33])=[CH:30][CH:31]=[C:20]3[CH2:19]2)=[O:17])=[CH:12][C:11]=1[CH3:42])[CH3:2], predict the reactants needed to synthesize it. The reactants are: [C:1]([C:4]1[CH:9]=[CH:8][CH:7]=[CH:6][C:5]=1[C:10]1[CH:15]=[CH:14][C:13]([C:16]([N:18]2[C:24]3[CH:25]=[CH:26][CH:27]=[CH:28][C:23]=3[CH2:22][N:21]3[C:29]([C:32]([NH:34][CH2:35][C:36]4[CH:37]=[N:38][CH:39]=[CH:40][CH:41]=4)=[O:33])=[CH:30][CH:31]=[C:20]3[CH2:19]2)=[O:17])=[CH:12][C:11]=1[CH3:42])(=[O:3])[CH3:2].[BH4-].[Na+]. (8) Given the product [C:19]([C:4]1[N:5]([C:12]2[CH:17]=[CH:16][CH:15]=[C:14]([F:18])[CH:13]=2)[C:6]2[C:11]([C:3]=1[C:1]#[N:2])=[CH:10][CH:9]=[CH:8][CH:7]=2)(=[O:20])[CH3:25], predict the reactants needed to synthesize it. The reactants are: [C:1]([C:3]1[C:11]2[C:6](=[CH:7][CH:8]=[CH:9][CH:10]=2)[N:5]([C:12]2[CH:17]=[CH:16][CH:15]=[C:14]([F:18])[CH:13]=2)[C:4]=1[C:19](N(OC)C)=[O:20])#[N:2].[CH3:25][Mg]Br.CCOCC. (9) The reactants are: [C:1]1([C:17]2[CH:22]=[CH:21][CH:20]=[CH:19][CH:18]=2)[CH:6]=[CH:5][CH:4]=[CH:3][C:2]=1[O:7][CH2:8][CH2:9][CH2:10][N:11]1[CH2:16][CH2:15][O:14][CH2:13][CH2:12]1.[N+:23]([O-])([OH:25])=[O:24].O.[OH-].[Na+]. Given the product [N+:23]([C:5]1[CH:4]=[CH:3][C:2]([O:7][CH2:8][CH2:9][CH2:10][N:11]2[CH2:12][CH2:13][O:14][CH2:15][CH2:16]2)=[C:1]([C:17]2[CH:22]=[CH:21][CH:20]=[CH:19][CH:18]=2)[CH:6]=1)([O-:25])=[O:24], predict the reactants needed to synthesize it.